From a dataset of Peptide-MHC class I binding affinity with 185,985 pairs from IEDB/IMGT. Regression. Given a peptide amino acid sequence and an MHC pseudo amino acid sequence, predict their binding affinity value. This is MHC class I binding data. (1) The peptide sequence is AVAVARVAA. The MHC is HLA-B40:01 with pseudo-sequence HLA-B40:01. The binding affinity (normalized) is 0.0847. (2) The peptide sequence is VMGGNAAEA. The MHC is HLA-A11:01 with pseudo-sequence HLA-A11:01. The binding affinity (normalized) is 0.0847. (3) The peptide sequence is WAGIWGGKL. The MHC is HLA-B58:01 with pseudo-sequence HLA-B58:01. The binding affinity (normalized) is 0.0847. (4) The peptide sequence is VFYLYSLL. The MHC is HLA-A02:06 with pseudo-sequence HLA-A02:06. The binding affinity (normalized) is 0.0640. (5) The peptide sequence is LQRNWSYGF. The MHC is HLA-B27:05 with pseudo-sequence HLA-B27:05. The binding affinity (normalized) is 0.388. (6) The peptide sequence is FLKEKGGL. The MHC is HLA-A30:01 with pseudo-sequence HLA-A30:01. The binding affinity (normalized) is 0. (7) The binding affinity (normalized) is 0.0847. The peptide sequence is RRYQIAQYK. The MHC is HLA-B15:17 with pseudo-sequence HLA-B15:17. (8) The peptide sequence is VVQPGRSLRL. The MHC is HLA-A01:01 with pseudo-sequence HLA-A01:01. The binding affinity (normalized) is 0.